From a dataset of Forward reaction prediction with 1.9M reactions from USPTO patents (1976-2016). Predict the product of the given reaction. (1) Given the reactants C([O:8][C:9]1[CH:14]=[CH:13][C:12]([N:15]([CH3:66])[C:16]([C:18]2[CH:19]=[C:20]([C:27]3[CH:28]=[C:29]4[C:34](=[CH:35][C:36]=3[C:37]([N:39]3[C@H:48]([CH3:49])[CH2:47][C:46]5[C:41](=[CH:42][CH:43]=[CH:44][CH:45]=5)[CH2:40]3)=[O:38])[CH2:33][N:32]([C:50](=[O:65])[CH2:51][C:52]3[CH:57]=[CH:56][CH:55]=[C:54]([N:58]5[CH2:63][CH2:62][N:61]([CH3:64])[CH2:60][CH2:59]5)[CH:53]=3)[CH2:31][CH2:30]4)[N:21]3[C:26]=2[CH2:25][CH2:24][CH2:23][CH2:22]3)=[O:17])=[CH:11][CH:10]=1)C1C=CC=CC=1, predict the reaction product. The product is: [OH:8][C:9]1[CH:10]=[CH:11][C:12]([N:15]([CH3:66])[C:16]([C:18]2[CH:19]=[C:20]([C:27]3[CH:28]=[C:29]4[C:34](=[CH:35][C:36]=3[C:37]([N:39]3[C@H:48]([CH3:49])[CH2:47][C:46]5[C:41](=[CH:42][CH:43]=[CH:44][CH:45]=5)[CH2:40]3)=[O:38])[CH2:33][N:32]([C:50](=[O:65])[CH2:51][C:52]3[CH:57]=[CH:56][CH:55]=[C:54]([N:58]5[CH2:59][CH2:60][N:61]([CH3:64])[CH2:62][CH2:63]5)[CH:53]=3)[CH2:31][CH2:30]4)[N:21]3[C:26]=2[CH2:25][CH2:24][CH2:23][CH2:22]3)=[O:17])=[CH:13][CH:14]=1. (2) Given the reactants C(OC([NH:8][CH2:9][C:10]1[CH:25]=[CH:24][C:13]([O:14][C@@H:15]([CH:21]([CH3:23])[CH3:22])[C:16]([O:18][CH2:19][CH3:20])=[O:17])=[CH:12][CH:11]=1)=O)(C)(C)C.Cl.O1CCOCC1, predict the reaction product. The product is: [NH2:8][CH2:9][C:10]1[CH:25]=[CH:24][C:13]([O:14][C@@H:15]([CH:21]([CH3:22])[CH3:23])[C:16]([O:18][CH2:19][CH3:20])=[O:17])=[CH:12][CH:11]=1. (3) Given the reactants [CH:1]1([CH2:4][O:5][C:6]2[CH:7]=[CH:8][C:9]3[N:10]([N:12]=[C:13]([C:15]4[C:32]([F:33])=[CH:31][C:18]([O:19][CH2:20][C@@H:21]([NH:23]C(=O)OC(C)(C)C)[CH3:22])=[CH:17][C:16]=4[F:34])[CH:14]=3)[CH:11]=2)[CH2:3][CH2:2]1.[C:35](OCC)(=[O:37])[CH3:36].Cl, predict the reaction product. The product is: [CH:1]1([CH2:4][O:5][C:6]2[CH:7]=[CH:8][C:9]3[N:10]([N:12]=[C:13]([C:15]4[C:16]([F:34])=[CH:17][C:18]([O:19][CH2:20][C@@H:21]([NH:23][C:35](=[O:37])[CH3:36])[CH3:22])=[CH:31][C:32]=4[F:33])[CH:14]=3)[CH:11]=2)[CH2:2][CH2:3]1.